Dataset: Catalyst prediction with 721,799 reactions and 888 catalyst types from USPTO. Task: Predict which catalyst facilitates the given reaction. (1) Reactant: [Cl:1][C:2]1[CH:11]=[C:10]2[C:5]([N:6]=[C:7]([O:20][CH3:21])[C:8](/[CH:12]=[N:13]/[S@:14]([C:16]([CH3:19])([CH3:18])[CH3:17])=[O:15])=[N:9]2)=[CH:4][CH:3]=1.[CH3:22][Mg]Cl. The catalyst class is: 2. Product: [Cl:1][C:2]1[CH:11]=[C:10]2[C:5]([N:6]=[C:7]([O:20][CH3:21])[C:8]([C@@H:12]([NH:13][S@:14]([C:16]([CH3:17])([CH3:18])[CH3:19])=[O:15])[CH3:22])=[N:9]2)=[CH:4][CH:3]=1. (2) The catalyst class is: 59. Product: [Cl:1][C:2]1[CH:3]=[C:4]([S:9]([N:12]2[CH2:20][CH:19]3[CH:14]([CH2:15][CH2:16][CH2:17][CH2:18]3)[CH:13]2[C:21]([Cl:26])=[O:22])(=[O:10])=[O:11])[CH:5]=[C:6]([Cl:8])[CH:7]=1. Reactant: [Cl:1][C:2]1[CH:3]=[C:4]([S:9]([N:12]2[CH2:20][CH:19]3[CH:14]([CH2:15][CH2:16][CH2:17][CH2:18]3)[CH:13]2[C:21](O)=[O:22])(=[O:11])=[O:10])[CH:5]=[C:6]([Cl:8])[CH:7]=1.O=S(Cl)[Cl:26]. (3) Reactant: [CH3:1][O:2][C:3]1[CH:8]=[C:7]([O:9][CH3:10])[N:6]=[CH:5][C:4]=1[C:11](=[O:14])[CH2:12][CH3:13].[Li+].C[Si]([N-][Si](C)(C)C)(C)C.C([O:27]C(=O)C(N1C=CN=C1)=O)C.CC[O:39][C:40]([CH3:42])=[O:41]. Product: [CH3:1][O:2][C:3]1[CH:8]=[C:7]([O:9][CH3:10])[N:6]=[CH:5][C:4]=1[C:11](=[O:14])[CH:12]([CH3:13])[C:42](=[O:27])[C:40]([OH:39])=[O:41]. The catalyst class is: 1. (4) Product: [CH3:1][O:2][C:3](=[O:26])[C:4]1[C:9]([C:10](=[O:27])[CH3:11])=[CH:8][C:7]([F:16])=[C:6]([F:17])[C:5]=1[NH:18][C:19]1[CH:24]=[CH:23][CH:22]=[CH:21][C:20]=1[Cl:25]. Reactant: [CH3:1][O:2][C:3](=[O:26])[C:4]1[C:9]([C:10]#[C:11][Si](C)(C)C)=[CH:8][C:7]([F:16])=[C:6]([F:17])[C:5]=1[NH:18][C:19]1[CH:24]=[CH:23][CH:22]=[CH:21][C:20]=1[Cl:25].[OH:27]S(O)(=O)=O. The catalyst class is: 95. (5) Reactant: [N:1]([CH2:4][C:5]1[CH:14]=[C:13]2[C:8]([CH:9]=[CH:10][CH:11]=[N:12]2)=[CH:7][CH:6]=1)=[N+]=[N-]. Product: [N:12]1[C:13]2[C:8](=[CH:7][CH:6]=[C:5]([CH2:4][NH2:1])[CH:14]=2)[CH:9]=[CH:10][CH:11]=1. The catalyst class is: 227. (6) Reactant: C1([CH:7]([N:14]2[CH2:17][CH:16]([CH2:18][N:19]3[CH:23]=[CH:22][N:21]=[CH:20]3)[CH2:15]2)C2C=CC=CC=2)C=CC=CC=1. Product: [N:19]1([CH2:18][CH:16]2[CH2:15][CH2:7][NH:14][CH2:17]2)[CH:23]=[CH:22][N:21]=[CH:20]1. The catalyst class is: 320.